From a dataset of Forward reaction prediction with 1.9M reactions from USPTO patents (1976-2016). Predict the product of the given reaction. Given the reactants C(OC(=O)[NH:7][C@H:8]([C@@H:10]1[CH2:14][CH2:13][N:12]([C:15]2[C:24]3[CH2:25][CH:26]([CH3:27])[N:22]4[C:23]=3[C:18]([C:19](=[O:29])[NH:20][C:21]4=[O:28])=[CH:17][C:16]=2[F:30])[CH2:11]1)[CH3:9])(C)(C)C.[ClH:32], predict the reaction product. The product is: [ClH:32].[NH2:7][C@H:8]([C@@H:10]1[CH2:14][CH2:13][N:12]([C:15]2[C:24]3[CH2:25][CH:26]([CH3:27])[N:22]4[C:23]=3[C:18]([C:19](=[O:29])[NH:20][C:21]4=[O:28])=[CH:17][C:16]=2[F:30])[CH2:11]1)[CH3:9].